This data is from Full USPTO retrosynthesis dataset with 1.9M reactions from patents (1976-2016). The task is: Predict the reactants needed to synthesize the given product. (1) Given the product [I:15][C:6]1[CH:7]=[C:8]([CH2:11][CH2:12][CH2:13][OH:14])[CH:9]=[CH:10][C:5]=1[O:4][CH:3]=[CH2:2], predict the reactants needed to synthesize it. The reactants are: Cl[CH2:2][CH2:3][O:4][C:5]1[CH:10]=[CH:9][C:8]([CH2:11][CH2:12][CH2:13][OH:14])=[CH:7][C:6]=1[I:15].CC(C)([O-])C.[K+].Cl. (2) Given the product [C:13]1([CH3:16])[CH:14]=[CH:15][C:10]([N:7]2[C:6]3[CH:17]=[C:2]([C:28]4[N:24]([C:21]5[CH:22]=[CH:23][C:18]([CH3:32])=[CH:19][CH:20]=5)[N:25]=[CH:26][CH:27]=4)[CH:3]=[CH:4][C:5]=3[N:9]=[CH:8]2)=[CH:11][CH:12]=1, predict the reactants needed to synthesize it. The reactants are: Br[C:2]1[CH:3]=[CH:4][C:5]2[N:9]=[CH:8][N:7]([C:10]3[CH:15]=[CH:14][C:13]([CH3:16])=[CH:12][CH:11]=3)[C:6]=2[CH:17]=1.[C:18]1([CH3:32])[CH:23]=[CH:22][C:21]([N:24]2[C:28](B(O)O)=[CH:27][CH:26]=[N:25]2)=[CH:20][CH:19]=1.C(=O)([O-])[O-].[Na+].[Na+].O. (3) Given the product [CH2:23]([CH:22]([CH2:25][CH3:26])[CH2:21][O:20][C:14]1[CH:15]=[CH:16][C:17]([C:28]2[CH:33]=[CH:32][CH:31]=[CH:30][CH:29]=2)=[CH:18][C:13]=1[CH2:12][N:8]1[C:9]([CH3:11])=[CH:10][C:6]([CH2:5][CH2:4][C:3]([OH:2])=[O:27])=[N:7]1)[CH3:24], predict the reactants needed to synthesize it. The reactants are: C[O:2][C:3](=[O:27])[CH2:4][CH2:5][C:6]1[CH:10]=[C:9]([CH3:11])[N:8]([CH2:12][C:13]2[CH:18]=[C:17](Br)[CH:16]=[CH:15][C:14]=2[O:20][CH2:21][CH:22]([CH2:25][CH3:26])[CH2:23][CH3:24])[N:7]=1.[C:28]1(B(O)O)[CH:33]=[CH:32][CH:31]=[CH:30][CH:29]=1. (4) Given the product [C:25]1([C:29]2[CH:34]=[CH:33][CH:32]=[CH:31][N:30]=2)[CH:24]=[CH:23][CH:28]=[CH:27][CH:26]=1.[CH3:23][C:22]1[CH2:21][C:20](=[O:36])[NH:19][C:9]2[CH:10]=[C:11]([O:14][C:15]([F:18])([F:17])[F:16])[CH:12]=[CH:13][C:8]=2[N:7]=1, predict the reactants needed to synthesize it. The reactants are: C(OC(=O)[NH:7][C:8]1[CH:13]=[CH:12][C:11]([O:14][C:15]([F:18])([F:17])[F:16])=[CH:10][C:9]=1[NH:19][C:20](=[O:36])[CH2:21][C:22](=O)[C:23]1[CH:28]=[CH:27][CH:26]=[C:25]([C:29]2[CH:34]=[CH:33][CH:32]=[CH:31][N:30]=2)[CH:24]=1)(C)(C)C.C(O)(C(F)(F)F)=O.